Dataset: Catalyst prediction with 721,799 reactions and 888 catalyst types from USPTO. Task: Predict which catalyst facilitates the given reaction. (1) Reactant: [OH-].[K+].[Cl:3][C:4]1[CH:5]=[C:6]2[C:11](=[CH:12][CH:13]=1)[S:10][CH2:9][CH2:8][C:7]2([C:15](N)=[O:16])[OH:14].C([OH:21])(C)C. Product: [Cl:3][C:4]1[CH:5]=[C:6]2[C:11](=[CH:12][CH:13]=1)[S:10][CH2:9][CH2:8][C:7]2([C:15]([OH:16])=[O:21])[OH:14]. The catalyst class is: 6. (2) Reactant: C(OC([N:8]1[CH2:12][CH2:11][CH2:10][C@H:9]1[C:13](=[O:19])[N:14]([CH:16]1[CH2:18][CH2:17]1)[CH3:15])=O)(C)(C)C. Product: [CH:16]1([N:14]([CH3:15])[C:13]([C@@H:9]2[CH2:10][CH2:11][CH2:12][NH:8]2)=[O:19])[CH2:18][CH2:17]1. The catalyst class is: 137.